This data is from Reaction yield outcomes from USPTO patents with 853,638 reactions. The task is: Predict the reaction yield, written as a fraction of the theoretical maximum amount of product (1.0 means a 100% yield; for example, 0.34 means a 34% yield). The reactants are [NH:1]1[CH2:6][CH2:5][CH:4]([CH2:7][OH:8])[CH2:3][CH2:2]1.C(N(CC)CC)C.[C:16](O[C:16]([O:18][C:19]([CH3:22])([CH3:21])[CH3:20])=[O:17])([O:18][C:19]([CH3:22])([CH3:21])[CH3:20])=[O:17].C(O)(=O)C. The catalyst is ClCCl. The product is [C:19]([O:18][C:16]([N:1]1[CH2:6][CH2:5][CH:4]([CH2:7][OH:8])[CH2:3][CH2:2]1)=[O:17])([CH3:22])([CH3:21])[CH3:20]. The yield is 0.890.